From a dataset of Forward reaction prediction with 1.9M reactions from USPTO patents (1976-2016). Predict the product of the given reaction. (1) Given the reactants [CH:1]1[C:2]([CH2:10][C@@H:11]([NH2:28])[CH2:12][C:13]([N:15]2[CH2:27][C:19]3=[N:20][N:21]=[C:22]([C:23]([F:26])([F:25])[F:24])[N:18]3[CH2:17][CH2:16]2)=[O:14])=[C:3]([F:9])[CH:4]=[C:5]([F:8])[C:6]=1[F:7].C([OH:32])(C)C.O.[P:34](=[O:38])([OH:37])([OH:36])[OH:35], predict the reaction product. The product is: [CH:1]1[C:2]([CH2:10][C@@H:11]([NH2:28])[CH2:12][C:13]([N:15]2[CH2:27][C:19]3=[N:20][N:21]=[C:22]([C:23]([F:26])([F:25])[F:24])[N:18]3[CH2:17][CH2:16]2)=[O:14])=[C:3]([F:9])[CH:4]=[C:5]([F:8])[C:6]=1[F:7].[OH2:32].[OH:36][P:34]([OH:38])([OH:37])=[O:35]. (2) Given the reactants [CH2:1]([O:8][C:9]1[CH:14]=[CH:13][C:12]([CH2:15][CH:16]([O:22]S(C)(=O)=O)[C:17]([O:19][CH2:20][CH3:21])=[O:18])=[CH:11][CH:10]=1)[C:2]1[CH:7]=[CH:6][CH:5]=[CH:4][CH:3]=1.[Cl:27][C:28]1[CH:33]=[CH:32][C:31](O)=[CH:30][CH:29]=1.C(=O)([O-])[O-].[K+].[K+], predict the reaction product. The product is: [CH2:1]([O:8][C:9]1[CH:14]=[CH:13][C:12]([CH2:15][CH:16]([O:22][C:31]2[CH:32]=[CH:33][C:28]([Cl:27])=[CH:29][CH:30]=2)[C:17]([O:19][CH2:20][CH3:21])=[O:18])=[CH:11][CH:10]=1)[C:2]1[CH:7]=[CH:6][CH:5]=[CH:4][CH:3]=1.